Dataset: Reaction yield outcomes from USPTO patents with 853,638 reactions. Task: Predict the reaction yield, written as a fraction of the theoretical maximum amount of product (1.0 means a 100% yield; for example, 0.34 means a 34% yield). (1) The reactants are [CH3:1][O:2][C:3]1[C:12]([NH:13][C:14](=[O:18])OCC)=[N:11][C:10]2[C:5](=[CH:6][C:7]([O:21][CH3:22])=[C:8]([O:19][CH3:20])[CH:9]=2)[N:4]=1.[CH3:23][O:24][C:25]1[CH:26]=[C:27]([N:33]2[CH2:38][CH2:37][NH:36][CH2:35][CH2:34]2)[CH:28]=[C:29]([O:31][CH3:32])[CH:30]=1. No catalyst specified. The product is [CH3:1][O:2][C:3]1[C:12]([NH:13][C:14]([N:36]2[CH2:35][CH2:34][N:33]([C:27]3[CH:26]=[C:25]([O:24][CH3:23])[CH:30]=[C:29]([O:31][CH3:32])[CH:28]=3)[CH2:38][CH2:37]2)=[O:18])=[N:11][C:10]2[C:5](=[CH:6][C:7]([O:21][CH3:22])=[C:8]([O:19][CH3:20])[CH:9]=2)[N:4]=1. The yield is 0.680. (2) The reactants are Br[C:2]1[N:11]=[C:5]2[CH:6]=[C:7]([Br:10])[CH:8]=[CH:9][N:4]2[N:3]=1.[NH:12]1[CH2:17][CH2:16][O:15][CH2:14][CH2:13]1. No catalyst specified. The product is [Br:10][C:7]1[CH:8]=[CH:9][N:4]2[N:3]=[C:2]([N:12]3[CH2:17][CH2:16][O:15][CH2:14][CH2:13]3)[N:11]=[C:5]2[CH:6]=1. The yield is 0.359. (3) The reactants are CN(C(ON1N=NC2C=CC=NC1=2)=[N+](C)C)C.F[P-](F)(F)(F)(F)F.[NH2:25][C:26]1[C:27]([C:36]([OH:38])=O)=[CH:28][C:29]2[C:34]([CH:35]=1)=[CH:33][CH:32]=[CH:31][CH:30]=2.[NH2:39][CH:40]([CH:45]1[CH2:54][CH2:53][C:48]2([O:52][CH2:51][CH2:50][O:49]2)[CH2:47][CH2:46]1)[C:41]([O:43][CH3:44])=[O:42].C(N(CC)C(C)C)(C)C.C([O-])(O)=O.[Na+]. The catalyst is CN(C=O)C.C(OCC)(=O)C. The product is [NH2:25][C:26]1[C:27]([C:36]([NH:39][CH:40]([CH:45]2[CH2:46][CH2:47][C:48]3([O:49][CH2:50][CH2:51][O:52]3)[CH2:53][CH2:54]2)[C:41]([O:43][CH3:44])=[O:42])=[O:38])=[CH:28][C:29]2[C:34]([CH:35]=1)=[CH:33][CH:32]=[CH:31][CH:30]=2. The yield is 0.710. (4) The reactants are Br[C:2]1[CH:3]=[C:4]2[C:9](=[CH:10][CH:11]=1)[C:8](=[O:12])[N:7]([CH2:13][C:14]1[CH:19]=[CH:18][C:17]([O:20][CH3:21])=[CH:16][CH:15]=1)[CH2:6][CH2:5]2.[Cl-].[C:23]([O:27][C:28](=[O:31])[CH2:29][Zn+])([CH3:26])([CH3:25])[CH3:24]. The catalyst is C1COCC1.CC(P(C(C)(C)C)[C-]1C=CC=C1)(C)C.C1C=CC([C-]2C(C3C=CC=CC=3)=C(C3C=CC=CC=3)C(C3C=CC=CC=3)=C2C2C=CC=CC=2)=CC=1.[Fe+2].C1C=CC(/C=C/C(/C=C/C2C=CC=CC=2)=O)=CC=1.C1C=CC(/C=C/C(/C=C/C2C=CC=CC=2)=O)=CC=1.[Pd]. The product is [C:23]([O:27][C:28](=[O:31])[CH2:29][C:2]1[CH:3]=[C:4]2[C:9](=[CH:10][CH:11]=1)[C:8](=[O:12])[N:7]([CH2:13][C:14]1[CH:19]=[CH:18][C:17]([O:20][CH3:21])=[CH:16][CH:15]=1)[CH2:6][CH2:5]2)([CH3:26])([CH3:25])[CH3:24]. The yield is 0.956. (5) The reactants are [CH2:1]([C:3]([C:19]1[CH:24]=[CH:23][C:22]([OH:25])=[C:21]([CH3:26])[CH:20]=1)([C:6]1[CH:11]=[CH:10][C:9]([C:12]#[C:13][Si](C)(C)C)=[C:8]([CH3:18])[CH:7]=1)[CH2:4][CH3:5])[CH3:2]. The catalyst is C1COCC1.[F-]. The product is [CH2:1]([C:3]([C:19]1[CH:24]=[CH:23][C:22]([OH:25])=[C:21]([CH3:26])[CH:20]=1)([C:6]1[CH:11]=[CH:10][C:9]([C:12]#[CH:13])=[C:8]([CH3:18])[CH:7]=1)[CH2:4][CH3:5])[CH3:2]. The yield is 0.940. (6) The yield is 0.480. The reactants are [Sn](Cl)(CCCC)(CCCC)CCCC.C1(C)C(C)=CC=CC=1.[C:23]([C:25]1[CH:34]=[CH:33][C:32]2[C:27](=[CH:28][CH:29]=[CH:30][CH:31]=2)[C:26]=1[C:35]1[C:44]2[C:39](=[CH:40][CH:41]=[CH:42][CH:43]=2)[CH:38]=[CH:37][C:36]=1[N:45](C)[C:46](=O)OC(C)(C)C)#[N:24].[N-:54]=[N+:55]=[N-:56].[Na+]. The product is [CH3:46][NH:45][C:36]1[C:35]([C:26]2[C:27]3[C:32](=[CH:31][CH:30]=[CH:29][CH:28]=3)[CH:33]=[CH:34][C:25]=2[C:23]2[NH:56][N:55]=[N:54][N:24]=2)=[C:44]2[C:39](=[CH:38][CH:37]=1)[CH:40]=[CH:41][CH:42]=[CH:43]2. The catalyst is O.